From a dataset of Reaction yield outcomes from USPTO patents with 853,638 reactions. Predict the reaction yield, written as a fraction of the theoretical maximum amount of product (1.0 means a 100% yield; for example, 0.34 means a 34% yield). The reactants are [Cl:1][C:2]1[CH:7]=[C:6]([O:8][CH3:9])[CH:5]=[CH:4][C:3]=1[C:10]1[N:11]=[C:12]([N:16]([C:20]2[CH:25]=[C:24]([C:26](O)=[O:27])[CH:23]=[CH:22][C:21]=2[O:29][CH3:30])[CH2:17][CH2:18][CH3:19])[S:13][C:14]=1[CH3:15].[H-].[Al+3].[Li+].[H-].[H-].[H-].ClCCl.C(OCC)(=O)C. The catalyst is O1CCCC1. The product is [Cl:1][C:2]1[CH:7]=[C:6]([O:8][CH3:9])[CH:5]=[CH:4][C:3]=1[C:10]1[N:11]=[C:12]([N:16]([C:20]2[CH:25]=[C:24]([CH2:26][OH:27])[CH:23]=[CH:22][C:21]=2[O:29][CH3:30])[CH2:17][CH2:18][CH3:19])[S:13][C:14]=1[CH3:15]. The yield is 0.870.